Dataset: Peptide-MHC class I binding affinity with 185,985 pairs from IEDB/IMGT. Task: Regression. Given a peptide amino acid sequence and an MHC pseudo amino acid sequence, predict their binding affinity value. This is MHC class I binding data. (1) The peptide sequence is QTVNICIFY. The MHC is HLA-A33:01 with pseudo-sequence HLA-A33:01. The binding affinity (normalized) is 0.144. (2) The peptide sequence is MWAQDAAAMF. The MHC is HLA-A02:03 with pseudo-sequence HLA-A02:03. The binding affinity (normalized) is 0.181. (3) The peptide sequence is VMNSNTLLSAW. The MHC is HLA-A23:01 with pseudo-sequence HLA-A23:01. The binding affinity (normalized) is 0.303. (4) The peptide sequence is CPKPHRLTN. The MHC is HLA-A24:02 with pseudo-sequence HLA-A24:02. The binding affinity (normalized) is 0. (5) The peptide sequence is RPQKRPSCI. The MHC is HLA-A24:02 with pseudo-sequence HLA-A24:02. The binding affinity (normalized) is 0. (6) The peptide sequence is FKYDSTKPL. The MHC is HLA-A68:02 with pseudo-sequence HLA-A68:02. The binding affinity (normalized) is 0.0847. (7) The peptide sequence is VLRGNRQGL. The MHC is HLA-A02:11 with pseudo-sequence HLA-A02:11. The binding affinity (normalized) is 0.367. (8) The peptide sequence is SYGCPTNPF. The MHC is HLA-B18:01 with pseudo-sequence HLA-B18:01. The binding affinity (normalized) is 0.213.